Dataset: Catalyst prediction with 721,799 reactions and 888 catalyst types from USPTO. Task: Predict which catalyst facilitates the given reaction. (1) Reactant: Br[CH2:2][CH2:3][CH2:4][CH2:5][CH2:6][C:7]1[S:11][C:10]([NH:12][S:13]([C:16]2[CH:21]=[CH:20][C:19]([CH2:22][CH2:23][CH2:24][CH2:25][CH2:26][CH2:27][CH2:28][CH2:29][CH2:30][CH2:31][CH2:32][CH3:33])=[CH:18][CH:17]=2)(=[O:15])=[O:14])=[N:9][N:8]=1.[CH3:34][NH2:35].C([O-])([O-])=O.[K+].[K+]. Product: [CH2:22]([C:19]1[CH:20]=[CH:21][C:16]([S:13]([NH:12][C:10]2[S:11][C:7]([CH2:6][CH2:5][CH2:4][CH2:3][CH2:2][NH:35][CH3:34])=[N:8][N:9]=2)(=[O:15])=[O:14])=[CH:17][CH:18]=1)[CH2:23][CH2:24][CH2:25][CH2:26][CH2:27][CH2:28][CH2:29][CH2:30][CH2:31][CH2:32][CH3:33]. The catalyst class is: 28. (2) Reactant: [NH:1]1[CH2:6][CH2:5][CH:4]=[CH:3][C:2]1=[O:7].[Br:8][C:9]1[CH:10]=[CH:11][C:12]2[S:16](=[O:18])(=[O:17])[NH:15][CH:14]([CH3:19])[C:13]=2[CH:20]=1.C([O-])([O-])=O.[Cs+].[Cs+]. Product: [Br:8][C:9]1[CH:10]=[CH:11][C:12]2[S:16](=[O:17])(=[O:18])[N:15]([CH:4]3[CH2:5][CH2:6][NH:1][C:2](=[O:7])[CH2:3]3)[CH:14]([CH3:19])[C:13]=2[CH:20]=1. The catalyst class is: 5. (3) Reactant: C[O:2][C:3](=[O:37])[C:4]1[CH:9]=[CH:8][C:7]([C:10](=[O:36])[CH:11]([C:25]2[CH:30]=[CH:29][C:28]([O:31][C:32]([F:35])([F:34])[F:33])=[CH:27][CH:26]=2)[CH2:12][C:13]([C:15]2[CH:20]=[CH:19][C:18]([C:21]([CH3:24])([CH3:23])[CH3:22])=[CH:17][CH:16]=2)=[O:14])=[CH:6][CH:5]=1.[OH-].[Na+]. Product: [C:21]([C:18]1[CH:17]=[CH:16][C:15]([C:13](=[O:14])[CH2:12][CH:11]([C:25]2[CH:30]=[CH:29][C:28]([O:31][C:32]([F:34])([F:35])[F:33])=[CH:27][CH:26]=2)[C:10]([C:7]2[CH:8]=[CH:9][C:4]([C:3]([OH:37])=[O:2])=[CH:5][CH:6]=2)=[O:36])=[CH:20][CH:19]=1)([CH3:24])([CH3:22])[CH3:23]. The catalyst class is: 8. (4) Reactant: [S:1]([OH:11])(=[O:10])([C:3]1[CH:8]=[CH:7][C:6]([NH2:9])=[CH:5][CH:4]=1)=O.[CH:12]1[CH:17]=[CH:16][CH:15]=[CH:14][CH:13]=1.FC(F)(F)C(OC(=O)C(F)(F)F)=O. Product: [C:12]1([S:1]([C:3]2[CH:4]=[CH:5][C:6]([NH2:9])=[CH:7][CH:8]=2)(=[O:10])=[O:11])[CH:17]=[CH:16][CH:15]=[CH:14][CH:13]=1. The catalyst class is: 55. (5) Reactant: C(C1C=C(NC2N=C(N3C=CC(C(F)(F)F)=N3)C(C3C=C(C(OCC)=O)C=NC=3)=CN=2)C=C(OC)C=1)#N.[C:38]([C:40]1[CH:41]=[C:42]([NH:48][C:49]2[N:54]=[C:53]([N:55]3[C:59]([CH3:60])=[CH:58][C:57]([C:61]([F:64])([F:63])[F:62])=[N:56]3)[C:52]([C:65]3[CH:66]=[C:67]([C:71]([O:73]CC)=[O:72])[CH:68]=[N:69][CH:70]=3)=[CH:51][N:50]=2)[CH:43]=[C:44]([O:46][CH3:47])[CH:45]=1)#[N:39].[OH-].[Na+].Cl. Product: [C:38]([C:40]1[CH:41]=[C:42]([NH:48][C:49]2[N:54]=[C:53]([N:55]3[C:59]([CH3:60])=[CH:58][C:57]([C:61]([F:63])([F:62])[F:64])=[N:56]3)[C:52]([C:65]3[CH:66]=[C:67]([C:71]([OH:73])=[O:72])[CH:68]=[N:69][CH:70]=3)=[CH:51][N:50]=2)[CH:43]=[C:44]([O:46][CH3:47])[CH:45]=1)#[N:39]. The catalyst class is: 38. (6) Reactant: [NH2:1][C:2]1[C:3]2[C:10]([C:11](=[S:13])[NH2:12])=[CH:9][N:8]([C@@H:14]3[O:24][C@H:23]4[C@@H:16]([O:17][Si:18]([CH:34]([CH3:36])[CH3:35])([CH:31]([CH3:33])[CH3:32])[O:19][Si:20]([CH:28]([CH3:30])[CH3:29])([CH:25]([CH3:27])[CH3:26])[O:21][CH2:22]4)[C@H:15]3[OH:37])[C:4]=2[N:5]=[CH:6][N:7]=1.[F:38][C:39]([F:52])([F:51])[S:40](O[S:40]([C:39]([F:52])([F:51])[F:38])(=[O:42])=[O:41])(=[O:42])=[O:41]. Product: [F:38][C:39]([F:52])([F:51])[S:40]([O:37][C@@H:15]1[C@@H:16]2[O:17][Si:18]([CH:31]([CH3:33])[CH3:32])([CH:34]([CH3:36])[CH3:35])[O:19][Si:20]([CH:28]([CH3:29])[CH3:30])([CH:25]([CH3:26])[CH3:27])[O:21][CH2:22][C@H:23]2[O:24][C@H:14]1[N:8]1[C:4]2[N:5]=[CH:6][N:7]=[C:2]([NH2:1])[C:3]=2[C:10]([C:11](=[S:13])[NH2:12])=[CH:9]1)(=[O:42])=[O:41]. The catalyst class is: 17. (7) Reactant: [CH2:1]([N:8]1[CH2:12][CH:11]([CH2:13]O)[CH:10]([CH2:15][OH:16])[CH2:9]1)[C:2]1[CH:7]=[CH:6][CH:5]=[CH:4][CH:3]=1.CC1C=CC(S(O)(=O)=O)=CC=1.[OH-].[Na+]. Product: [CH2:1]([N:8]1[CH2:9][CH:10]2[CH2:15][O:16][CH2:13][CH:11]2[CH2:12]1)[C:2]1[CH:3]=[CH:4][CH:5]=[CH:6][CH:7]=1. The catalyst class is: 11. (8) Reactant: [OH-].[K+].CCOCC.[CH3:8][N:9]([N:16]=O)C(N[N+]([O-])=O)=N.[CH2:18]([O:25][C:26]1[C:27]([C:40]([O:42][CH2:43][CH3:44])=[O:41])=[N:28][N:29]2[CH:34]([C:35](Cl)=[O:36])[CH2:33][N:32]([CH3:38])[C:31](=[O:39])[C:30]=12)[C:19]1[CH:24]=[CH:23][CH:22]=[CH:21][CH:20]=1. Product: [CH2:18]([O:25][C:26]1[C:27]([C:40]([O:42][CH2:43][CH3:44])=[O:41])=[N:28][N:29]2[CH:34]([C:35](=[O:36])[CH:8]=[N+:9]=[N-:16])[CH2:33][N:32]([CH3:38])[C:31](=[O:39])[C:30]=12)[C:19]1[CH:24]=[CH:23][CH:22]=[CH:21][CH:20]=1. The catalyst class is: 2. (9) Reactant: [CH3:1][CH:2]1[CH2:6][CH2:5][CH2:4][N:3]1[C:7]1[C:8]([C:21]2[CH:26]=[CH:25][CH:24]=[CH:23][CH:22]=2)=[N:9][C:10]2[C:15]([N:16]=1)=[CH:14][C:13]([C:17]([O:19]C)=[O:18])=[CH:12][CH:11]=2.[OH-].[Na+]. Product: [CH3:1][CH:2]1[CH2:6][CH2:5][CH2:4][N:3]1[C:7]1[C:8]([C:21]2[CH:26]=[CH:25][CH:24]=[CH:23][CH:22]=2)=[N:9][C:10]2[C:15]([N:16]=1)=[CH:14][C:13]([C:17]([OH:19])=[O:18])=[CH:12][CH:11]=2. The catalyst class is: 24. (10) Reactant: [F:1][C:2]([F:13])([S:9]([O-:12])(=[O:11])=[O:10])[CH:3]([OH:8])[C:4]([F:7])([F:6])[F:5].C([N+](C)(C)C)C1C=CC=CC=1.[Br-].[C:26]([C:30]1[CH:35]=[CH:34][C:33]([S+:36]([C:44]2[CH:49]=[CH:48][C:47]([C:50]([CH3:53])([CH3:52])[CH3:51])=[CH:46][CH:45]=2)[C:37]2[CH:42]=[CH:41][C:40]([F:43])=[CH:39][CH:38]=2)=[CH:32][CH:31]=1)([CH3:29])([CH3:28])[CH3:27].C(Cl)Cl. Product: [F:13][C:2]([F:1])([S:9]([O-:12])(=[O:10])=[O:11])[CH:3]([OH:8])[C:4]([F:5])([F:7])[F:6].[C:26]([C:30]1[CH:31]=[CH:32][C:33]([S+:36]([C:44]2[CH:45]=[CH:46][C:47]([C:50]([CH3:53])([CH3:52])[CH3:51])=[CH:48][CH:49]=2)[C:37]2[CH:42]=[CH:41][C:40]([F:43])=[CH:39][CH:38]=2)=[CH:34][CH:35]=1)([CH3:29])([CH3:28])[CH3:27]. The catalyst class is: 6.